Dataset: Catalyst prediction with 721,799 reactions and 888 catalyst types from USPTO. Task: Predict which catalyst facilitates the given reaction. (1) Reactant: [CH3:1][NH:2][CH2:3][C:4]1[CH:9]=[CH:8][CH:7]=[C:6]([CH:10]2[CH2:15][CH2:14][N:13]([CH3:16])[CH2:12][CH2:11]2)[CH:5]=1.Cl[C:18]1[NH:19][C:20]2[C:25]([C:26](=[O:28])[N:27]=1)=[C:24]([CH3:29])[C:23]([O:30][CH3:31])=[C:22]([O:32][CH3:33])[CH:21]=2. Product: [CH3:31][O:30][C:23]1[C:24]([CH3:29])=[C:25]2[C:20](=[CH:21][C:22]=1[O:32][CH3:33])[NH:19][C:18]([N:2]([CH3:1])[CH2:3][C:4]1[CH:9]=[CH:8][CH:7]=[C:6]([CH:10]3[CH2:15][CH2:14][N:13]([CH3:16])[CH2:12][CH2:11]3)[CH:5]=1)=[N:27][C:26]2=[O:28]. The catalyst class is: 14. (2) Product: [NH2:1][C:4]1[C:9]([N:10]2[CH2:14][CH2:13][CH2:12][C:11]2=[O:15])=[CH:8][CH:7]=[CH:6][N:5]=1. Reactant: [N+:1]([C:4]1[C:9]([N:10]2[CH2:14][CH2:13][CH2:12][C:11]2=[O:15])=[CH:8][CH:7]=[CH:6][N:5]=1)([O-])=O.[Cl-].[Ca+2].[Cl-].C(OCC)(=O)C. The catalyst class is: 8. (3) Reactant: [CH3:1][C:2]1([CH3:16])[O:6][B:5]([C:7]2[CH:12]=[CH:11][C:10]([OH:13])=[CH:9][CH:8]=2)[O:4][C:3]1([CH3:15])[CH3:14].[F:17][C:18]1[CH:19]=[C:20](B(O)O)[CH:21]=[CH:22][CH:23]=1.C(N(CC)CC)C. Product: [F:17][C:18]1[CH:23]=[C:22]([CH:21]=[CH:20][CH:19]=1)[O:13][C:10]1[CH:11]=[CH:12][C:7]([B:5]2[O:4][C:3]([CH3:15])([CH3:14])[C:2]([CH3:16])([CH3:1])[O:6]2)=[CH:8][CH:9]=1. The catalyst class is: 4. (4) Reactant: [Br:1][C:2]1[CH:7]=[CH:6][C:5]([O:8][CH3:9])=[CH:4][C:3]=1[NH:10][CH2:11][C:12]1[CH:17]=[CH:16][C:15]([O:18][CH2:19][CH2:20][N:21]2[CH2:26][CH2:25][CH2:24][CH2:23][CH2:22]2)=[C:14]([F:27])[CH:13]=1.N1C=CC=CC=1.[C:34](OC(=O)C)(=[O:36])[CH3:35]. Product: [Br:1][C:2]1[CH:7]=[CH:6][C:5]([O:8][CH3:9])=[CH:4][C:3]=1[N:10]([CH2:11][C:12]1[CH:17]=[CH:16][C:15]([O:18][CH2:19][CH2:20][N:21]2[CH2:22][CH2:23][CH2:24][CH2:25][CH2:26]2)=[C:14]([F:27])[CH:13]=1)[C:34](=[O:36])[CH3:35]. The catalyst class is: 74. (5) Reactant: [C:1]([O:5][C:6](=[O:13])[NH:7][C@@H:8]1[CH2:12][CH2:11][NH:10][CH2:9]1)([CH3:4])([CH3:3])[CH3:2].Cl[CH2:15][C:16](Cl)=[O:17].[NH:19]1[CH2:24][CH2:23][CH:22]([OH:25])[CH2:21][CH2:20]1. Product: [C:1]([O:5][C:6](=[O:13])[NH:7][C@@H:8]1[CH2:12][CH2:11][N:10]([C:16](=[O:17])[CH2:15][N:19]2[CH2:24][CH2:23][CH:22]([OH:25])[CH2:21][CH2:20]2)[CH2:9]1)([CH3:4])([CH3:2])[CH3:3]. The catalyst class is: 1. (6) Reactant: [Cl:1][C:2]1[CH:3]=[C:4]([CH:18]=[C:19]([F:21])[CH:20]=1)[CH2:5][CH:6]1[C:13]2[CH:12]=[C:11]([C:14]([O:16]C)=[O:15])[NH:10][C:9]=2[CH2:8][CH2:7]1.[OH-].[Li+].CO. Product: [Cl:1][C:2]1[CH:3]=[C:4]([CH:18]=[C:19]([F:21])[CH:20]=1)[CH2:5][CH:6]1[C:13]2[CH:12]=[C:11]([C:14]([OH:16])=[O:15])[NH:10][C:9]=2[CH2:8][CH2:7]1. The catalyst class is: 1. (7) Reactant: [Si:1]([O:8][CH2:9][CH2:10][C@@H:11]1[CH2:13][C@@H:12]1[CH:14]1[CH2:19][CH2:18][N:17]([C:20]2[N:25]=[CH:24][C:23]([CH2:26][OH:27])=[CH:22][CH:21]=2)[CH2:16][CH2:15]1)([C:4]([CH3:7])([CH3:6])[CH3:5])([CH3:3])[CH3:2].[CH3:28][Si]([N-][Si](C)(C)C)(C)C.[Na+].CI. Product: [Si:1]([O:8][CH2:9][CH2:10][C@@H:11]1[CH2:13][C@@H:12]1[CH:14]1[CH2:19][CH2:18][N:17]([C:20]2[CH:21]=[CH:22][C:23]([CH2:26][O:27][CH3:28])=[CH:24][N:25]=2)[CH2:16][CH2:15]1)([C:4]([CH3:7])([CH3:5])[CH3:6])([CH3:3])[CH3:2]. The catalyst class is: 1. (8) Reactant: [C:1]([C:3]1[C:8](Cl)=[CH:7][CH:6]=[CH:5][N:4]=1)#[N:2].[F-:10].[K+]. Product: [C:1]([C:3]1[C:8]([F:10])=[CH:7][CH:6]=[CH:5][N:4]=1)#[N:2]. The catalyst class is: 435. (9) Reactant: [CH2:1]([O:3][C:4]([C:6]1[NH:7][C:8]([C:11]([OH:13])=O)=[CH:9][N:10]=1)=[O:5])[CH3:2].[Si:14]([O:21][CH:22]1[CH2:27][CH2:26][NH:25][CH2:24][CH2:23]1)([C:17]([CH3:20])([CH3:19])[CH3:18])([CH3:16])[CH3:15].CCN(C(C)C)C(C)C.C(Cl)Cl. Product: [Si:14]([O:21][CH:22]1[CH2:23][CH2:24][N:25]([C:11]([C:8]2[NH:7][C:6]([C:4]([O:3][CH2:1][CH3:2])=[O:5])=[N:10][CH:9]=2)=[O:13])[CH2:26][CH2:27]1)([C:17]([CH3:20])([CH3:19])[CH3:18])([CH3:16])[CH3:15]. The catalyst class is: 6.